This data is from Forward reaction prediction with 1.9M reactions from USPTO patents (1976-2016). The task is: Predict the product of the given reaction. (1) Given the reactants [CH3:1][O:2][C:3](=[O:22])[CH:4]([C:11]1[CH:16]=[CH:15][C:14]([S:17]([CH3:20])(=[O:19])=[O:18])=[C:13](Br)[CH:12]=1)[CH2:5][CH:6]1[CH2:10][CH2:9][CH2:8][CH2:7]1.[Cu][C:24]#[N:25], predict the reaction product. The product is: [CH3:1][O:2][C:3](=[O:22])[CH:4]([C:11]1[CH:16]=[CH:15][C:14]([S:17]([CH3:20])(=[O:19])=[O:18])=[C:13]([C:24]#[N:25])[CH:12]=1)[CH2:5][CH:6]1[CH2:10][CH2:9][CH2:8][CH2:7]1. (2) The product is: [Cl:39][C:34]1[C:35]([C:37]#[N:38])=[N:36][C:31]([CH2:30][OH:29])=[CH:32][CH:33]=1. Given the reactants [Si](OCC1N=C(C#N)C(C(F)(F)F)=CC=1)(C(C)(C)C)(C)C.[Si]([O:29][CH2:30][C:31]1[N:36]=[C:35]([C:37]#[N:38])[C:34]([Cl:39])=[CH:33][CH:32]=1)(C(C)(C)C)(C)C, predict the reaction product. (3) Given the reactants [N+:1]([C:4]1[C:5]([NH:10][C:11]2[CH:16]=[CH:15][CH:14]=[CH:13][CH:12]=2)=[N:6][CH:7]=[CH:8][CH:9]=1)([O-])=O, predict the reaction product. The product is: [NH2:1][C:4]1[C:5]([NH:10][C:11]2[CH:12]=[CH:13][CH:14]=[CH:15][CH:16]=2)=[N:6][CH:7]=[CH:8][CH:9]=1. (4) Given the reactants [F:1][C:2]([F:18])([F:17])[CH:3]([C:5]1[CH:10]=[CH:9][CH:8]=[CH:7][C:6]=1[C:11]1[C:15]([CH3:16])=[CH:14][S:13][CH:12]=1)[OH:4].[NH2:19][C:20]1[N:25]=[C:24](Cl)[CH:23]=[C:22]([Cl:27])[N:21]=1.C(=O)([O-])[O-].[Cs+].[Cs+].O1CCOCC1, predict the reaction product. The product is: [Cl:27][C:22]1[CH:23]=[C:24]([O:4][CH:3]([C:5]2[CH:10]=[CH:9][CH:8]=[CH:7][C:6]=2[C:11]2[C:15]([CH3:16])=[CH:14][S:13][CH:12]=2)[C:2]([F:1])([F:17])[F:18])[N:25]=[C:20]([NH2:19])[N:21]=1. (5) Given the reactants [F:1][C:2]1[CH:3]=[C:4]([C:10]2[C:14]([C:15]3[CH:20]=[CH:19][CH:18]=[CH:17][CH:16]=3)=[CH:13][S:12][C:11]=2[C:21]([O:23][CH3:24])=[O:22])[CH:5]=[CH:6][C:7]=1[S:8][CH3:9].O.O.O.O.O.O.C(O[O-])(=O)C1C(=CC=CC=1)C([O-])=[O:35].[Mg+2], predict the reaction product. The product is: [F:1][C:2]1[CH:3]=[C:4]([C:10]2[C:14]([C:15]3[CH:20]=[CH:19][CH:18]=[CH:17][CH:16]=3)=[CH:13][S:12][C:11]=2[C:21]([O:23][CH3:24])=[O:22])[CH:5]=[CH:6][C:7]=1[S:8]([CH3:9])=[O:35].